This data is from Catalyst prediction with 721,799 reactions and 888 catalyst types from USPTO. The task is: Predict which catalyst facilitates the given reaction. (1) Reactant: B1(C)OC(C2C=CC=CC=2)(C2C=CC=CC=2)[C@@H]2N1CCC2.[CH3:22][O:23][C:24]1([O:31][CH3:32])[CH2:29][CH2:28][O:27][CH2:26][C:25]1=[O:30]. Product: [CH3:22][O:23][C:24]1([O:31][CH3:32])[CH2:29][CH2:28][O:27][CH2:26][C@@H:25]1[OH:30]. The catalyst class is: 1. (2) Reactant: [Br:1][C:2]1[N:7]=[C:6]([C:8](=[O:10])[CH3:9])[CH:5]=[CH:4][CH:3]=1.[CH3:11][Mg]Br.O. Product: [Br:1][C:2]1[N:7]=[C:6]([C:8]([OH:10])([CH3:11])[CH3:9])[CH:5]=[CH:4][CH:3]=1. The catalyst class is: 27. (3) Reactant: O.[C@@H:2]1([N:10]2[CH:17]=[CH:16][C:14]([NH2:15])=[N:13][C:11]2=[O:12])[O:9][C@H:6]([CH2:7][OH:8])[C@@H:4]([OH:5])[CH2:3]1.N1C=CC=CC=1.CO[C:26]([N:30]1[CH2:35][CH2:34][O:33][CH2:32][CH2:31]1)(OC)[CH3:27]. Product: [O:33]1[CH2:34][CH2:35][N:30]([C:26](=[N:15][C:14]2[CH:16]=[CH:17][N:10]([C@@H:2]3[O:9][C@H:6]([CH2:7][OH:8])[C@@H:4]([OH:5])[CH2:3]3)[C:11](=[O:12])[N:13]=2)[CH3:27])[CH2:31][CH2:32]1. The catalyst class is: 5. (4) Reactant: [C:1]([C:5]1[CH:6]=[C:7]2[C:12](=[C:13]([F:15])[CH:14]=1)[C:11](=[O:16])[N:10]([C:17]1[C:18]([CH2:38][OH:39])=[C:19]([N:23]3[C:27]4=[N:28][C:29]([CH2:32][N:33]([CH3:35])[CH3:34])=[CH:30][CH:31]=[C:26]4[C:25]([C:36]#[N:37])=[CH:24]3)[CH:20]=[CH:21][CH:22]=1)[N:9]=[CH:8]2)([CH3:4])([CH3:3])[CH3:2].C([OH:42])C. Product: [C:1]([C:5]1[CH:6]=[C:7]2[C:12](=[C:13]([F:15])[CH:14]=1)[C:11](=[O:16])[N:10]([C:17]1[C:18]([CH2:38][OH:39])=[C:19]([N:23]3[C:27]4=[N:28][C:29]([CH2:32][N:33]([CH3:35])[CH3:34])=[CH:30][CH:31]=[C:26]4[C:25]([C:36]([NH2:37])=[O:42])=[CH:24]3)[CH:20]=[CH:21][CH:22]=1)[N:9]=[CH:8]2)([CH3:4])([CH3:2])[CH3:3]. The catalyst class is: 6. (5) Reactant: [N+:1]([C:4]1[C:9]([C:10](O)=[O:11])=[CH:8][CH:7]=[CH:6][C:5]=1[C:13](O)=[O:14])([O-:3])=[O:2].B.C1COCC1. Product: [N+:1]([C:4]1[C:9]([CH2:10][OH:11])=[CH:8][CH:7]=[CH:6][C:5]=1[CH2:13][OH:14])([O-:3])=[O:2]. The catalyst class is: 1. (6) Reactant: C(O[BH-](O[C:11](=[O:13])[CH3:12])OC(=O)C)(=O)C.[Na+].[N+:15]([C:18]1[CH:19]=[C:20]2[C:26](=[CH:27][CH:28]=1)[CH:25]1O[CH:21]2[CH2:22][NH:23][CH2:24]1)([O-:17])=[O:16].C(=O)C.ClC(Cl)C. Product: [CH2:22]([N:23]1[CH2:12][CH:11]2[O:13][CH:25]([C:26]3[C:20]2=[CH:19][C:18]([N+:15]([O-:17])=[O:16])=[CH:28][CH:27]=3)[CH2:24]1)[CH3:21]. The catalyst class is: 15. (7) Reactant: [CH2:1]([N:8]1[C:16]2[CH:15]=[C:14]([CH2:17][CH2:18][CH2:19][CH2:20][CH3:21])[N:13]=[C:12]([N:22](CC3C=CC(OC)=CC=3)CC3C=CC(OC)=CC=3)[C:11]=2[N:10]=[C:9]1[OH:41])[C:2]1[CH:7]=[CH:6][CH:5]=[CH:4][CH:3]=1.C(=O)([O-])[O-].[Na+].[Na+]. Product: [NH2:22][C:12]1[C:11]2[N:10]=[C:9]([OH:41])[N:8]([CH2:1][C:2]3[CH:7]=[CH:6][CH:5]=[CH:4][CH:3]=3)[C:16]=2[CH:15]=[C:14]([CH2:17][CH2:18][CH2:19][CH2:20][CH3:21])[N:13]=1. The catalyst class is: 574. (8) Reactant: [CH3:1][C:2]1[O:6][C:5]([C:7]2[CH:12]=[CH:11][CH:10]=[CH:9][CH:8]=2)=[N:4][C:3]=1[CH2:13][O:14][C:15]1[N:20]=[C:19]([CH2:21][O:22][C:23]2[CH:24]=[C:25]([CH2:29][C:30]([O:32]C)=[O:31])[CH:26]=[CH:27][CH:28]=2)[CH:18]=[CH:17][CH:16]=1.O1CCCC1.[OH-].[Na+]. Product: [CH3:1][C:2]1[O:6][C:5]([C:7]2[CH:8]=[CH:9][CH:10]=[CH:11][CH:12]=2)=[N:4][C:3]=1[CH2:13][O:14][C:15]1[N:20]=[C:19]([CH2:21][O:22][C:23]2[CH:24]=[C:25]([CH2:29][C:30]([OH:32])=[O:31])[CH:26]=[CH:27][CH:28]=2)[CH:18]=[CH:17][CH:16]=1. The catalyst class is: 5. (9) Reactant: [OH:1][C:2]1[CH2:7][CH2:6][N:5]([C:8]2[CH:13]=[CH:12][C:11]([O:14][C:15]([F:18])([F:17])[F:16])=[CH:10][CH:9]=2)[C:4](=[O:19])[C:3]=1[C:20]#[N:21].[CH3:22]N(C)C=O.C(Cl)(=O)C(Cl)=O. Product: [CH3:22][O:1][C:2]1[CH2:7][CH2:6][N:5]([C:8]2[CH:9]=[CH:10][C:11]([O:14][C:15]([F:17])([F:18])[F:16])=[CH:12][CH:13]=2)[C:4](=[O:19])[C:3]=1[C:20]#[N:21]. The catalyst class is: 4.